From a dataset of Full USPTO retrosynthesis dataset with 1.9M reactions from patents (1976-2016). Predict the reactants needed to synthesize the given product. (1) Given the product [F:1][C:2]1[CH:3]=[C:4]([I:18])[CH:5]=[C:6]2[C:11]=1[N:10]([CH2:26][CH2:27][OH:28])[CH:9]=[C:8]([C:12]([O:14][CH2:15][CH3:16])=[O:13])[C:7]2=[O:17], predict the reactants needed to synthesize it. The reactants are: [F:1][C:2]1[CH:3]=[C:4]([I:18])[CH:5]=[C:6]2[C:11]=1[NH:10][CH:9]=[C:8]([C:12]([O:14][CH2:15][CH3:16])=[O:13])[C:7]2=[O:17].C(=O)([O-])[O-].[K+].[K+].I[CH2:26][CH2:27][OH:28].O. (2) Given the product [OH:22][C:23]1([CH2:36][C:37]2([CH3:1])[CH2:39][CH2:38]2)[CH2:24][CH2:25][N:26]([C:29]([O:31][C:32]([CH3:33])([CH3:34])[CH3:35])=[O:30])[CH2:27][CH2:28]1, predict the reactants needed to synthesize it. The reactants are: [CH2:1]([Zn]CC)C.CCCCCC.FC(F)(F)C(O)=O.ICI.[OH:22][C:23]1([CH2:36][C:37]([CH3:39])=[CH2:38])[CH2:28][CH2:27][N:26]([C:29]([O:31][C:32]([CH3:35])([CH3:34])[CH3:33])=[O:30])[CH2:25][CH2:24]1. (3) Given the product [OH:2][C:3]1[CH:4]=[C:5]([CH2:10][CH2:12][C:14]2[CH:19]=[CH:18][C:17]([OH:20])=[C:16]([OH:22])[CH:15]=2)[CH:6]=[CH:7][C:8]=1[OH:9], predict the reactants needed to synthesize it. The reactants are: C1[O:9][C:8]2[CH:7]=[CH:6][C:5]([C:10]([C:12]([C:14]3[CH:19]=[CH:18][C:17]4[O:20]C[O:22][C:16]=4[CH:15]=3)=O)=O)=[CH:4][C:3]=2[O:2]1. (4) Given the product [ClH:25].[ClH:25].[C:21]([C:16]1[CH:17]=[CH:18][CH:19]=[CH:20][C:15]=1[NH:14][CH:11]1[CH2:12][CH2:13][NH:8][CH2:9][CH2:10]1)([CH3:24])([CH3:22])[CH3:23], predict the reactants needed to synthesize it. The reactants are: C(OC([N:8]1[CH2:13][CH2:12][CH:11]([NH:14][C:15]2[CH:20]=[CH:19][CH:18]=[CH:17][C:16]=2[C:21]([CH3:24])([CH3:23])[CH3:22])[CH2:10][CH2:9]1)=O)(C)(C)C.[ClH:25]. (5) Given the product [F:17][C:13]1[N:12]=[C:11]([O:10][C:6]2[CH:5]=[CH:4][C:3]([CH2:2][O:24][CH3:23])=[CH:8][C:7]=2[OH:9])[CH:16]=[CH:15][CH:14]=1, predict the reactants needed to synthesize it. The reactants are: Cl[CH2:2][C:3]1[CH:4]=[CH:5][C:6]([O:10][C:11]2[CH:16]=[CH:15][CH:14]=[C:13]([F:17])[N:12]=2)=[C:7]([OH:9])[CH:8]=1.[Na].[I-].[Na+].[NH4+].[Cl-].[CH3:23][OH:24]. (6) Given the product [NH2:1][C:2]1[C:3]2[C:10]([C:11]3[CH:12]=[CH:13][C:14]([O:17][C:18]4[CH:23]=[CH:22][CH:21]=[CH:20][CH:19]=4)=[CH:15][CH:16]=3)=[CH:9][N:8]([C@@H:24]3[CH2:29][CH2:28][C@H:27]([N:31]4[CH2:35][CH2:34][C@@H:33]([OH:36])[CH2:32]4)[CH2:26][CH2:25]3)[C:4]=2[N:5]=[CH:6][N:7]=1, predict the reactants needed to synthesize it. The reactants are: [NH2:1][C:2]1[C:3]2[C:10]([C:11]3[CH:16]=[CH:15][C:14]([O:17][C:18]4[CH:23]=[CH:22][CH:21]=[CH:20][CH:19]=4)=[CH:13][CH:12]=3)=[CH:9][N:8]([CH:24]3[CH2:29][CH2:28][C:27](=O)[CH2:26][CH2:25]3)[C:4]=2[N:5]=[CH:6][N:7]=1.[NH:31]1[CH2:35][CH2:34][C@@H:33]([OH:36])[CH2:32]1.C(O[BH-](OC(=O)C)OC(=O)C)(=O)C.[Na+].C(=O)(O)[O-].[Na+]. (7) Given the product [OH:17][NH:8][C:59]([C@H:35]1[CH2:34][C:31]2([CH2:32][CH2:33]2)[CH2:30][N:29]([CH3:28])[C@@H:36]1[C:37]([NH:39][C:40]1[CH:41]=[CH:42][C:43]([O:46][CH2:47][C:48]2[C:57]3[C:52](=[CH:53][CH:54]=[CH:55][CH:56]=3)[N:51]=[C:50]([CH3:58])[CH:49]=2)=[CH:44][CH:45]=1)=[O:38])=[O:60], predict the reactants needed to synthesize it. The reactants are: F[P-](F)(F)(F)(F)F.[N:8]1([O:17][P+](N(C)C)(N(C)C)N(C)C)C2C=CC=CC=2N=N1.[CH3:28][N:29]1[C@H:36]([C:37]([NH:39][C:40]2[CH:45]=[CH:44][C:43]([O:46][CH2:47][C:48]3[C:57]4[C:52](=[CH:53][CH:54]=[CH:55][CH:56]=4)[N:51]=[C:50]([CH3:58])[CH:49]=3)=[CH:42][CH:41]=2)=[O:38])[C@@H:35]([C:59](O)=[O:60])[CH2:34][C:31]2([CH2:33][CH2:32]2)[CH2:30]1.Cl.NO.CN1CCOCC1. (8) Given the product [O:1]=[CH:2][C@@H:3]([C@@H:5]([C@H:7]([C@H:9]([C@@H:11]([CH2:17][OH:18])[OH:12])[OH:10])[OH:8])[OH:6])[OH:4].[N+:13]([CH2:16][C@@H:2]([C@@H:3]([C@H:5]([C@H:7]([C@@H:9]([CH2:11][OH:12])[OH:10])[OH:8])[OH:6])[OH:4])[OH:1])([O-:15])=[O:14], predict the reactants needed to synthesize it. The reactants are: [O:1]=[CH:2][C@@H:3]([C@H:5]([C@H:7]([C@@H:9]([CH2:11][OH:12])[OH:10])[OH:8])[OH:6])[OH:4].[N+:13]([CH3:16])([O-:15])=[O:14].[CH3:17][OH:18].